From a dataset of Experimentally validated miRNA-target interactions with 360,000+ pairs, plus equal number of negative samples. Binary Classification. Given a miRNA mature sequence and a target amino acid sequence, predict their likelihood of interaction. (1) The miRNA is hsa-miR-877-5p with sequence GUAGAGGAGAUGGCGCAGGG. The protein sequence of the target gene is MGNTLTCCVSPNASPKLGRRAGSAELYCASDIYEAVSGDAVAVAPAVVEPAELDFGEGEGHHLQHISDREMPEDLALESNPSDHPRASTIFLSKSQTDVREKRKSNHLNHVSPGQLTKKYSSCSTIFLDDSTVSQPNLRTTVKCVTLAIYYHIKNRDANRSLDIFDERSHPLTREKVPEEYFKHDPEHKFIYRFVRTLFSAAQLTAECAIVTLVYLERLLTYAEIDICPTNWKRIVLGAILLASKVWDDQAVWNVDYCQILKDITVEDMNEMERHFLELLQFNINVPASVYAKYYFDLRS.... Result: 0 (no interaction). (2) The miRNA is hsa-miR-6847-3p with sequence GGCUCAUGUGUCUGUCCUCUUC. The protein sequence of the target gene is MAEAHQAVAFQFTVTPDGIDLRLSHEALRQIYLSGLHSWKKKFIRFKNGIITGVYPASPSSWLIVVVGVMTTMYAKIDPSLGIIAKINRTLETANCMSSQTKNVVSGVLFGTGLWVALIVTMRYSLKVLLSYHGWMFTEHGKMSRATKIWMGMVKIFSGRKPMLYSFQTSLPRLPVPAVKDTVNRYLQSVRPLMKEEDFKRMTALAQDFAVGLGPRLQWYLKLKSWWATNYVSDWWEEYIYLRGRGPLMVNSNYYAMDLLYILPTHIQAARAGNAIHAILLYRRKLDREEIKPIRLLGST.... Result: 1 (interaction). (3) The miRNA is rno-miR-106b-5p with sequence UAAAGUGCUGACAGUGCAGAU. Result: 0 (no interaction). The protein sequence of the target gene is MGRAWGLLVGLLGVVWLLRLGHGEERRPETAAQRCFCQVSGYLDDCTCDVETIDKFNNYRLFPRLQKLLESDYFRYYKVNLKKPCPFWNDINQCGRRDCAVKPCHSDEVPDGIKSASYKYSEEANRIEECEQAERLGAVDESLSEETQKAVLQWTKHDDSSDSFCEIDDIQSPDAEYVDLLLNPERYTGYKGPDAWRIWSVIYEENCFKPQTIQRPLASGRGKSKENTFYNWLEGLCVEKRAFYRLISGLHASINVHLSARYLLQDTWLEKKWGHNVTEFQQRFDGILTEGEGPRRLRNL.... (4) The miRNA is hsa-miR-8060 with sequence CCAUGAAGCAGUGGGUAGGAGGAC. The protein sequence of the target gene is MRVAGAAKLVVAVAVFLLTFYVISQVFEIKMDASLGNLFARSALDTAARSTKPPRYKCGISKACPEKHFAFKMASGAANVVGPKICLEDNVLMSGVKNNVGRGINVALANGKTGEVLDTKYFDMWGGDVAPFIEFLKAIQDGTIVLMGTYDDGATKLNDEARRLIADLGSTSITNLGFRDNWVFCGGKGIKTKSPFEQHIKNNKDTNKYEGWPEVVEMEGCIPQKQD. Result: 1 (interaction). (5) The miRNA is mmu-miR-338-3p with sequence UCCAGCAUCAGUGAUUUUGUUG. The protein sequence of the target gene is MLALEAAQLDGPHLSCLYPEGVFYDLDSCKPFSYPDSDGGLDSTWGWTEAPPAPAIAPYEAFDPATAAFSHSQTVQLCYSHGPNPSTYSPMGTLDPAPSLEAPGPGLQVYPPEDFTSQTLGSLAYAPYPSPVLSEEEDIMLDSPALEVSDSESDEALLAGSEGRGSEAGARKKLRLYQFLLGLLLRGDMRECVWWVEPGAGVFQFSSKHKELLARRWGQQKGNRKRMTYQKLARALRNYAKTGEIRKVKRKLTYQFDSALLPASRHV. Result: 1 (interaction). (6) The miRNA is hsa-miR-8063 with sequence UCAAAAUCAGGAGUCGGGGCUU. The protein sequence of the target gene is MAIFSVYVVNKAGGLIYQLDSYAPRAEAEKTFSYPLDLLLKLHDERVLVAFGQRDGIRVGHAVLAINGMDVNGRYTADGKEVLEYLGNPANYPVSIRFGRPRLTSNEKLMLASMFHSLFAIGSQLSPEQGSSGIEMLETDTFKLHCYQTLTGIKFVVLADPRQAGIDSLLRKIYEIYSDFALKNPFYSLEMPIRCELFDQNLKLALEVAEKAGTFGPGS. Result: 1 (interaction).